Dataset: Full USPTO retrosynthesis dataset with 1.9M reactions from patents (1976-2016). Task: Predict the reactants needed to synthesize the given product. Given the product [N:26]([CH2:6][CH:7]1[N:12]2[C:13]3[CH:14]=[CH:15][CH:16]=[C:17]([F:20])[C:18]=3[CH:19]=[C:11]2[C:10]2[N:21]=[C:22]([Cl:25])[CH:23]=[CH:24][C:9]=2[O:8]1)=[N+:27]=[N-:28], predict the reactants needed to synthesize it. The reactants are: CS(O[CH2:6][CH:7]1[N:12]2[C:13]3[CH:14]=[CH:15][CH:16]=[C:17]([F:20])[C:18]=3[CH:19]=[C:11]2[C:10]2[N:21]=[C:22]([Cl:25])[CH:23]=[CH:24][C:9]=2[O:8]1)(=O)=O.[N-:26]=[N+:27]=[N-:28].[Na+].O.